Dataset: Full USPTO retrosynthesis dataset with 1.9M reactions from patents (1976-2016). Task: Predict the reactants needed to synthesize the given product. (1) Given the product [OH:55][CH2:33][C:4]1[N:5]([CH2:8][C:9]2[S:24][C:12]3[N:13]([CH2:20][CH:21]([CH3:23])[CH3:22])[C:14](=[O:19])[N:15]([CH3:18])[C:16](=[O:17])[C:11]=3[C:10]=2[C:25]([O:46][CH3:45])=[O:26])[C:6]2[CH:38]=[CH:44][CH:43]=[CH:42][C:2]=2[N:3]=1, predict the reactants needed to synthesize it. The reactants are: Cl[C:2]1[N:3]=[C:4]([CH3:33])[N:5]([CH2:8][C:9]2[S:24][C:12]3[N:13]([CH2:20][CH:21]([CH3:23])[CH3:22])[C:14](=[O:19])[N:15]([CH3:18])[C:16](=[O:17])[C:11]=3[C:10]=2[C:25](N2C[C@H](O)CO2)=[O:26])[C:6]=1Cl.OCC1N[C:38]2[CH:44]=[CH:43][CH:42]=CC=2N=1.[C:45](=O)([O-])[O-:46].[K+].[K+].CN(C=[O:55])C. (2) Given the product [CH3:1][N:2]1[C:6]([C:7](=[O:24])[NH:8][C:9]2[CH:14]=[CH:13][N:12]3[N:15]=[C:16]([N:18]4[CH2:19][CH2:20][O:21][CH2:22][CH2:23]4)[N:17]=[C:11]3[CH:10]=2)=[C:5]([C:25]([OH:27])=[O:26])[CH:4]=[N:3]1, predict the reactants needed to synthesize it. The reactants are: [CH3:1][N:2]1[C:6]([C:7](=[O:24])[NH:8][C:9]2[CH:14]=[CH:13][N:12]3[N:15]=[C:16]([N:18]4[CH2:23][CH2:22][O:21][CH2:20][CH2:19]4)[N:17]=[C:11]3[CH:10]=2)=[C:5]([C:25]([O:27]CC)=[O:26])[CH:4]=[N:3]1.O.[OH-].[Li+]. (3) Given the product [C:21]([NH:20][C:18](=[O:19])[C:17]1[CH:16]=[CH:15][C:27]([B:29]2[O:33][C:32]([CH3:35])([CH3:34])[C:31]([CH3:37])([CH3:36])[O:30]2)=[CH:26][CH:25]=1)([CH3:22])([CH3:23])[CH3:24], predict the reactants needed to synthesize it. The reactants are: C(N(C[C:15]1[CH:16]=[C:17]([CH:25]=[CH:26][C:27]=1Br)[C:18]([NH:20][C:21]([CH3:24])([CH3:23])[CH3:22])=[O:19])C(C1CC1)=O)C1C=CC=CC=1.[B:29]1([B:29]2[O:33][C:32]([CH3:35])([CH3:34])[C:31]([CH3:37])([CH3:36])[O:30]2)[O:33][C:32]([CH3:35])([CH3:34])[C:31]([CH3:37])([CH3:36])[O:30]1. (4) The reactants are: [NH2:1][C:2]1[CH:7]=[CH:6][C:5]([C:8]2[S:9][C:10]3[CH:16]=[C:15]([CH3:17])[CH:14]=[CH:13][C:11]=3[N:12]=2)=[CH:4][CH:3]=1.[N:18]([O-])=O.[Na+].O.O.[Sn](Cl)Cl.[OH-].[K+]. Given the product [CH3:17][C:15]1[CH:14]=[CH:13][C:11]2[N:12]=[C:8]([C:5]3[CH:4]=[CH:3][C:2]([NH:1][NH2:18])=[CH:7][CH:6]=3)[S:9][C:10]=2[CH:16]=1, predict the reactants needed to synthesize it. (5) Given the product [CH:16]1([NH:15][S:12]([C:8]2[C:9]3[CH:10]=[CH:11][C:2]([NH:32][CH2:31][CH:28]4[CH2:30][CH2:29]4)=[N:3][C:4]=3[CH:5]=[C:6]([C:21]3[C:22]([CH3:27])=[N:23][O:24][C:25]=3[CH3:26])[CH:7]=2)(=[O:14])=[O:13])[CH2:20][CH2:19][CH2:18][CH2:17]1, predict the reactants needed to synthesize it. The reactants are: Cl[C:2]1[CH:11]=[CH:10][C:9]2[C:8]([S:12]([NH:15][CH:16]3[CH2:20][CH2:19][CH2:18][CH2:17]3)(=[O:14])=[O:13])=[CH:7][C:6]([C:21]3[C:22]([CH3:27])=[N:23][O:24][C:25]=3[CH3:26])=[CH:5][C:4]=2[N:3]=1.[CH:28]1([CH2:31][NH2:32])[CH2:30][CH2:29]1. (6) Given the product [NH2:2][C:1](=[N:17][OH:18])[CH2:3][CH:4]1[CH2:5][CH2:6][N:7]([C:10]([O:12][C:13]([CH3:16])([CH3:15])[CH3:14])=[O:11])[CH2:8][CH2:9]1, predict the reactants needed to synthesize it. The reactants are: [C:1]([CH2:3][CH:4]1[CH2:9][CH2:8][N:7]([C:10]([O:12][C:13]([CH3:16])([CH3:15])[CH3:14])=[O:11])[CH2:6][CH2:5]1)#[N:2].[NH2:17][OH:18]. (7) Given the product [OH:1][CH2:2][C:3]1[NH:4][C:5]2[C:10]([C:11]=1[CH2:12][OH:13])=[CH:9][CH:8]=[C:7]([O:33][CH3:32])[C:6]=2[N+:29]([O-:31])=[O:30], predict the reactants needed to synthesize it. The reactants are: [OH:1][CH2:2][C:3]1[NH:4][C:5]2[C:6](=O)[CH:7]=[CH:8][C:9](=O)[C:10]=2[C:11]=1[CH2:12][OH:13].OCC1NC2C(C=1CO)=C([N+:29]([O-:31])=[O:30])C=CC=2.[CH3:32][OH:33].